From a dataset of Catalyst prediction with 721,799 reactions and 888 catalyst types from USPTO. Predict which catalyst facilitates the given reaction. (1) Reactant: Cl[C:2]1[CH:12]=[CH:11][C:5]([C:6]([O:8][CH2:9][CH3:10])=[O:7])=[CH:4][C:3]=1[N+:13]([O-:15])=[O:14].[CH:16]1([NH2:22])[CH2:21][CH2:20][CH2:19][CH2:18][CH2:17]1.O. Product: [CH2:9]([O:8][C:6](=[O:7])[C:5]1[CH:11]=[CH:12][C:2]([NH:22][CH:16]2[CH2:21][CH2:20][CH2:19][CH2:18][CH2:17]2)=[C:3]([N+:13]([O-:15])=[O:14])[CH:4]=1)[CH3:10]. The catalyst class is: 16. (2) Reactant: [Cl:1][C:2]1[C:3]([C:27]2[S:31][C:30]([C:32]3([OH:36])[CH2:35][O:34][CH2:33]3)=[N:29][CH:28]=2)=[C:4]2[CH:10]=[C:9]([C:11]3[CH2:12][CH2:13][NH:14][CH2:15][CH:16]=3)[N:8]([S:17]([C:20]3[CH:26]=[CH:25][C:23]([CH3:24])=[CH:22][CH:21]=3)(=[O:19])=[O:18])[C:5]2=[N:6][CH:7]=1.[CH3:37][N:38]([CH3:43])[CH2:39][C:40](O)=[O:41].CN1CCOCC1.O.ON1C2C=CC=CC=2N=N1.Cl.CN(C)CCCN=C=NCC. Product: [Cl:1][C:2]1[C:3]([C:27]2[S:31][C:30]([C:32]3([OH:36])[CH2:35][O:34][CH2:33]3)=[N:29][CH:28]=2)=[C:4]2[CH:10]=[C:9]([C:11]3[CH2:12][CH2:13][N:14]([C:40](=[O:41])[CH2:39][N:38]([CH3:43])[CH3:37])[CH2:15][CH:16]=3)[N:8]([S:17]([C:20]3[CH:21]=[CH:22][C:23]([CH3:24])=[CH:25][CH:26]=3)(=[O:18])=[O:19])[C:5]2=[N:6][CH:7]=1. The catalyst class is: 9. (3) Reactant: [Cl:1][C:2]1[CH:7]=[CH:6][CH:5]=[C:4]([CH2:8][N:9]2[CH2:14][CH2:13][NH:12][CH2:11][CH2:10]2)[C:3]=1[N:15]1[CH2:20][CH2:19][O:18][CH2:17][CH2:16]1.[C:21](=O)([O:30]N1C(=O)CCC1=O)[O:22][N:23]1[C:27](=[O:28])[CH2:26][CH2:25][C:24]1=[O:29].ClCCl.C(N(CC)C(C)C)(C)C. Product: [Cl:1][C:2]1[C:3]([N:15]2[CH2:20][CH2:19][O:18][CH2:17][CH2:16]2)=[C:4]([CH2:8][N:9]2[CH2:14][CH2:13][N:12]([C:21]([O:22][N:23]3[C:27](=[O:28])[CH2:26][CH2:25][C:24]3=[O:29])=[O:30])[CH2:11][CH2:10]2)[CH:5]=[CH:6][CH:7]=1. The catalyst class is: 6. (4) Reactant: [NH:1]1[C@@H:10]2[C@@H:5]([CH2:6][CH2:7][CH2:8][CH2:9]2)[CH2:4][CH2:3][CH2:2]1.[Cl:11][C:12]1[CH:19]=[C:18](F)[CH:17]=[CH:16][C:13]=1[C:14]#[N:15].C(=O)([O-])[O-].[Li+].[Li+].O. Product: [Cl:11][C:12]1[CH:19]=[C:18]([N:1]2[CH:10]3[CH:5]([CH2:6][CH2:7][CH2:8][CH2:9]3)[CH2:4][CH2:3][CH2:2]2)[CH:17]=[CH:16][C:13]=1[C:14]#[N:15]. The catalyst class is: 16.